Dataset: Full USPTO retrosynthesis dataset with 1.9M reactions from patents (1976-2016). Task: Predict the reactants needed to synthesize the given product. (1) Given the product [N:1]1[CH:6]=[CH:5][CH:4]=[CH:3][C:2]=1[C:7]1[CH:8]=[CH:9][C:10]([CH2:13][Br:14])=[CH:11][CH:12]=1, predict the reactants needed to synthesize it. The reactants are: [N:1]1[CH:6]=[CH:5][CH:4]=[CH:3][C:2]=1[C:7]1[CH:12]=[CH:11][C:10]([CH3:13])=[CH:9][CH:8]=1.[Br:14]N1C(=O)CCC1=O.N(C(C)(C)C#N)=NC(C)(C)C#N. (2) Given the product [C:1]1([S:7]([C:10]([CH3:22])([CH3:21])[CH2:11][CH2:12][CH2:13][N:14]2[CH2:19][CH2:18][CH2:17][CH:16]([O:20][CH3:23])[CH2:15]2)(=[O:8])=[O:9])[CH:2]=[CH:3][CH:4]=[CH:5][CH:6]=1, predict the reactants needed to synthesize it. The reactants are: [C:1]1([S:7]([C:10]([CH3:22])([CH3:21])[CH2:11][CH2:12][CH2:13][N:14]2[CH2:19][CH2:18][CH2:17][CH:16]([OH:20])[CH2:15]2)(=[O:9])=[O:8])[CH:6]=[CH:5][CH:4]=[CH:3][CH:2]=1.[CH3:23]I.[H-].[Na+]. (3) Given the product [Cl:1][C:2]1[N:7]=[C:6]([NH:8][C@H:9]2[CH2:14][CH2:13][C@H:12]([NH:15][C:16](=[O:22])[O:17][C:18]([CH3:21])([CH3:20])[CH3:19])[CH2:11][CH2:10]2)[CH:5]=[C:4]([C:23]2[C:31]3[C:26](=[N:27][CH:28]=[C:29]([O:32][CH2:47][CH3:48])[CH:30]=3)[N:25]([S:33]([C:36]3[CH:41]=[CH:40][CH:39]=[CH:38][CH:37]=3)(=[O:35])=[O:34])[CH:24]=2)[CH:3]=1, predict the reactants needed to synthesize it. The reactants are: [Cl:1][C:2]1[N:7]=[C:6]([NH:8][C@H:9]2[CH2:14][CH2:13][C@H:12]([NH:15][C:16](=[O:22])[O:17][C:18]([CH3:21])([CH3:20])[CH3:19])[CH2:11][CH2:10]2)[CH:5]=[C:4]([C:23]2[C:31]3[C:26](=[N:27][CH:28]=[C:29]([OH:32])[CH:30]=3)[N:25]([S:33]([C:36]3[CH:41]=[CH:40][CH:39]=[CH:38][CH:37]=3)(=[O:35])=[O:34])[CH:24]=2)[CH:3]=1.N(C(OC(C)(C)C)=O)=NC(O[C:47](C)(C)[CH3:48])=O.C1(P(C2C=CC=CC=2)C2C=CC=CC=2)C=CC=CC=1.C(O)C. (4) Given the product [ClH:40].[ClH:40].[NH2:32][C@H:10]([C@@H:2]([OH:1])[CH2:3][N:4]1[CH2:9][CH2:8][CH2:7][CH2:6][CH2:5]1)[CH2:11][C@@H:12]([CH:13]([CH3:15])[CH3:14])[CH2:16][NH:17][C:18](=[O:31])[C:19]1[CH:24]=[CH:23][CH:22]=[CH:21][C:20]=1[O:25][CH2:26][CH2:27][CH2:28][O:29][CH3:30], predict the reactants needed to synthesize it. The reactants are: [OH:1][C@H:2]([C@@H:10]([NH:32]C(=O)OC(C)(C)C)[CH2:11][C@H:12]([CH2:16][NH:17][C:18](=[O:31])[C:19]1[CH:24]=[CH:23][CH:22]=[CH:21][C:20]=1[O:25][CH2:26][CH2:27][CH2:28][O:29][CH3:30])[CH:13]([CH3:15])[CH3:14])[CH2:3][N:4]1[CH2:9][CH2:8][CH2:7][CH2:6][CH2:5]1.[ClH:40]. (5) Given the product [F:19][C:20]1[CH:21]=[C:22]([C:27]2([OH:31])[CH2:30][O:29][CH2:28]2)[CH:23]=[C:24]([F:26])[C:25]=1[B:5]1[O:6][C:7]([CH3:12])([CH3:13])[C:8]([CH3:10])([CH3:11])[O:9]1, predict the reactants needed to synthesize it. The reactants are: C(O[B:5]1[O:9][C:8]([CH3:11])([CH3:10])[C:7]([CH3:13])([CH3:12])[O:6]1)(C)C.C([Li])CCC.[F:19][C:20]1[CH:21]=[C:22]([C:27]2([OH:31])[CH2:30][O:29][CH2:28]2)[CH:23]=[C:24]([F:26])[CH:25]=1. (6) Given the product [CH3:3][CH:2]([N:4]1[CH2:9][CH2:8][CH:7]([O:10][C:11]2[CH:12]=[CH:13][C:14]([N:17]3[CH2:22][CH2:21][NH:20][CH2:19][C:18]3=[O:33])=[CH:15][CH:16]=2)[CH2:6][CH2:5]1)[CH3:1], predict the reactants needed to synthesize it. The reactants are: [CH3:1][CH:2]([N:4]1[CH2:9][CH2:8][CH:7]([O:10][C:11]2[CH:16]=[CH:15][C:14]([N:17]3[CH2:22][CH2:21][N:20](C(OCC4C=CC=CC=4)=O)[CH2:19][C:18]3=[O:33])=[CH:13][CH:12]=2)[CH2:6][CH2:5]1)[CH3:3]. (7) Given the product [Br:21][C:22]1[CH:27]=[C:16]([CH2:15][C:12]2[CH:11]=[CH:10][C:9]([CH2:7][CH3:8])=[CH:14][CH:13]=2)[C:25]([C:29]#[N:30])=[C:24]([F:31])[CH:23]=1, predict the reactants needed to synthesize it. The reactants are: CC([O-])(C)C.[K+].[CH2:7]([C:9]1[CH:14]=[CH:13][C:12]([CH2:15][C:16](OCC)=O)=[CH:11][CH:10]=1)[CH3:8].[Br:21][C:22]1[CH:27]=C(F)[C:25]([C:29]#[N:30])=[C:24]([F:31])[CH:23]=1.Cl. (8) The reactants are: [NH2:1][C@H:2]([C:7]([OH:9])=[O:8])[CH2:3][C:4](=[O:6])[NH2:5].[C:10](Cl)(=[O:15])[C:11]([CH3:14])([CH3:13])[CH3:12]. Given the product [C:10]([NH:1][C@H:2]([C:7]([OH:9])=[O:8])[CH2:3][C:4](=[O:6])[NH2:5])(=[O:15])[C:11]([CH3:14])([CH3:13])[CH3:12], predict the reactants needed to synthesize it. (9) Given the product [Cl:1][C:2]1[CH:7]=[C:6]([N+:8]([O-:10])=[O:9])[CH:5]=[C:4]([CH2:11][Cl:15])[CH:3]=1, predict the reactants needed to synthesize it. The reactants are: [Cl:1][C:2]1[CH:3]=[C:4]([CH2:11]O)[CH:5]=[C:6]([N+:8]([O-:10])=[O:9])[CH:7]=1.S(Cl)([Cl:15])=O.C(=O)(O)[O-].[Na+]. (10) Given the product [NH2:11][C:10]1[C:5]([C:3]([OH:4])=[O:2])=[N:6][CH:7]=[C:8]([O:12][CH2:13][CH2:14][F:15])[N:9]=1, predict the reactants needed to synthesize it. The reactants are: C[O:2][C:3]([C:5]1[C:10]([NH2:11])=[N:9][C:8]([O:12][CH2:13][CH2:14][F:15])=[CH:7][N:6]=1)=[O:4].[OH-].[Na+].Cl.